This data is from NCI-60 drug combinations with 297,098 pairs across 59 cell lines. The task is: Regression. Given two drug SMILES strings and cell line genomic features, predict the synergy score measuring deviation from expected non-interaction effect. Drug 1: C1=NC2=C(N=C(N=C2N1C3C(C(C(O3)CO)O)O)F)N. Drug 2: CC1=C2C(C(=O)C3(C(CC4C(C3C(C(C2(C)C)(CC1OC(=O)C(C(C5=CC=CC=C5)NC(=O)C6=CC=CC=C6)O)O)OC(=O)C7=CC=CC=C7)(CO4)OC(=O)C)O)C)OC(=O)C. Cell line: MCF7. Synergy scores: CSS=19.0, Synergy_ZIP=-1.25, Synergy_Bliss=2.81, Synergy_Loewe=-48.8, Synergy_HSA=-1.68.